This data is from Forward reaction prediction with 1.9M reactions from USPTO patents (1976-2016). The task is: Predict the product of the given reaction. (1) Given the reactants [OH:1][CH2:2][C:3]1[CH:4]=[C:5]([CH2:10][C:11]#[N:12])[CH:6]=[C:7](I)[CH:8]=1.[N:13]1[CH:18]=[CH:17][C:16](B(O)O)=[CH:15][CH:14]=1.C([O-])([O-])=O.[K+].[K+].C(Cl)Cl, predict the reaction product. The product is: [OH:1][CH2:2][C:3]1[CH:4]=[C:5]([CH2:10][C:11]#[N:12])[CH:6]=[C:7]([C:16]2[CH:17]=[CH:18][N:13]=[CH:14][CH:15]=2)[CH:8]=1. (2) Given the reactants [C:1]([O:7][CH3:8])(=[O:6])[CH2:2][C:3]([CH3:5])=O.[CH3:9][NH2:10], predict the reaction product. The product is: [CH3:8][O:7][C:1](=[O:6])[CH:2]=[C:3]([NH:10][CH3:9])[CH3:5].